From a dataset of NCI-60 drug combinations with 297,098 pairs across 59 cell lines. Regression. Given two drug SMILES strings and cell line genomic features, predict the synergy score measuring deviation from expected non-interaction effect. (1) Drug 1: COC1=C(C=C2C(=C1)N=CN=C2NC3=CC(=C(C=C3)F)Cl)OCCCN4CCOCC4. Drug 2: B(C(CC(C)C)NC(=O)C(CC1=CC=CC=C1)NC(=O)C2=NC=CN=C2)(O)O. Cell line: SF-539. Synergy scores: CSS=7.86, Synergy_ZIP=-3.09, Synergy_Bliss=-1.11, Synergy_Loewe=-0.00629, Synergy_HSA=-0.370. (2) Drug 1: C#CCC(CC1=CN=C2C(=N1)C(=NC(=N2)N)N)C3=CC=C(C=C3)C(=O)NC(CCC(=O)O)C(=O)O. Drug 2: CC12CCC3C(C1CCC2OP(=O)(O)O)CCC4=C3C=CC(=C4)OC(=O)N(CCCl)CCCl.[Na+]. Cell line: U251. Synergy scores: CSS=4.79, Synergy_ZIP=-3.98, Synergy_Bliss=-7.99, Synergy_Loewe=-6.97, Synergy_HSA=-6.79. (3) Drug 1: C1=CC(=CC=C1CC(C(=O)O)N)N(CCCl)CCCl.Cl. Drug 2: C1=CC=C(C(=C1)C(C2=CC=C(C=C2)Cl)C(Cl)Cl)Cl. Cell line: DU-145. Synergy scores: CSS=-1.90, Synergy_ZIP=1.07, Synergy_Bliss=1.94, Synergy_Loewe=-1.62, Synergy_HSA=-0.583. (4) Drug 1: C1C(C(OC1N2C=NC3=C(N=C(N=C32)Cl)N)CO)O. Drug 2: CCN(CC)CCCC(C)NC1=C2C=C(C=CC2=NC3=C1C=CC(=C3)Cl)OC. Cell line: BT-549. Synergy scores: CSS=28.1, Synergy_ZIP=-2.76, Synergy_Bliss=-3.70, Synergy_Loewe=-13.9, Synergy_HSA=-1.60.